Dataset: Reaction yield outcomes from USPTO patents with 853,638 reactions. Task: Predict the reaction yield, written as a fraction of the theoretical maximum amount of product (1.0 means a 100% yield; for example, 0.34 means a 34% yield). (1) The reactants are [CH3:1][O:2][C:3](=[O:64])[NH:4][CH:5]([C:9]([N:11]1[CH2:15][CH2:14][CH2:13][CH:12]1[C:16]1[NH:17][C:18]([C:21]2[CH:30]=[CH:29][C:28]3[C:23](=[CH:24][CH:25]=[C:26]([C:31]4[CH:36]=[CH:35][C:34]([C:37]5[NH:38][C:39]([CH:42]6[CH2:46][CH2:45][CH2:44][N:43]6C(=O)C(NC(OC(C)(C)C)=O)C6C=CC=CC=6)=[N:40][CH:41]=5)=[CH:33][CH:32]=4)[CH:27]=3)[CH:22]=2)=[CH:19][N:20]=1)=[O:10])[CH:6]([CH3:8])[CH3:7].[CH3:65][O:66][C:67]([NH:69][CH:70]([C:74]1[CH:79]=[CH:78][CH:77]=[C:76]([O:80][CH3:81])[CH:75]=1)[C:71]([OH:73])=O)=[O:68]. No catalyst specified. The product is [CH3:1][O:2][C:3](=[O:64])[NH:4][CH:5]([C:9]([N:11]1[CH2:15][CH2:14][CH2:13][CH:12]1[C:16]1[NH:17][C:18]([C:21]2[CH:30]=[CH:29][C:28]3[C:23](=[CH:24][CH:25]=[C:26]([C:31]4[CH:36]=[CH:35][C:34]([C:37]5[NH:38][C:39]([CH:42]6[CH2:46][CH2:45][CH2:44][N:43]6[C:71](=[O:73])[CH:70]([NH:69][C:67]([O:66][CH3:65])=[O:68])[C:74]6[CH:79]=[CH:78][CH:77]=[C:76]([O:80][CH3:81])[CH:75]=6)=[N:40][CH:41]=5)=[CH:33][CH:32]=4)[CH:27]=3)[CH:22]=2)=[CH:19][N:20]=1)=[O:10])[CH:6]([CH3:8])[CH3:7]. The yield is 0.0500. (2) The reactants are [S:1]1[CH:5]=[CH:4][N:3]=[C:2]1[NH:6][S:7]([C:10]1[C:19]2[C:14](=[CH:15][CH:16]=[CH:17][CH:18]=2)[C:13]([NH:20]C(=O)C)=[CH:12][CH:11]=1)(=[O:9])=[O:8]. The catalyst is C[O-].[Na+]. The product is [S:1]1[CH:5]=[CH:4][N:3]=[C:2]1[NH:6][S:7]([C:10]1[C:19]2[C:14](=[CH:15][CH:16]=[CH:17][CH:18]=2)[C:13]([NH2:20])=[CH:12][CH:11]=1)(=[O:9])=[O:8]. The yield is 0.730. (3) The reactants are [Cl:1][C:2]1[CH:27]=[CH:26][C:5]([CH2:6][N:7]2[C:12](SC)=[N:11][C:10](=[O:15])[N:9]([CH2:16][CH2:17][O:18]C3CCCCO3)[C:8]2=[O:25])=[CH:4][CH:3]=1.[F:28][C:29]1[CH:30]=[C:31]([CH:33]=[CH:34][C:35]=1[O:36][CH:37]([CH3:39])[CH3:38])[NH2:32].C(=O)(O)[O-].[Na+]. The catalyst is C(O)(=O)C. The product is [Cl:1][C:2]1[CH:3]=[CH:4][C:5]([CH2:6][N:7]2[C:12]([NH:32][C:31]3[CH:33]=[CH:34][C:35]([O:36][CH:37]([CH3:38])[CH3:39])=[C:29]([F:28])[CH:30]=3)=[N:11][C:10](=[O:15])[N:9]([CH2:16][CH2:17][OH:18])[C:8]2=[O:25])=[CH:26][CH:27]=1. The yield is 0.330. (4) The reactants are P(Cl)(Cl)(Cl)=O.[F:6][C:7]1[CH:12]=[CH:11][C:10]([N:13]2[CH:18]=[CH:17][N:16]=[C:15]([N:19](O)[C:20](=[NH:29])[CH2:21][O:22][C:23]3[CH:28]=[CH:27][CH:26]=[CH:25][CH:24]=3)[C:14]2=[O:31])=[CH:9][CH:8]=1.C([O-])([O-])=O.[Na+].[Na+]. The catalyst is C1COCC1. The product is [F:6][C:7]1[CH:12]=[CH:11][C:10]([N:13]2[CH:18]=[CH:17][N:16]3[N:29]=[C:20]([CH2:21][O:22][C:23]4[CH:28]=[CH:27][CH:26]=[CH:25][CH:24]=4)[N:19]=[C:15]3[C:14]2=[O:31])=[CH:9][CH:8]=1. The yield is 0.0600. (5) The reactants are C(OP([CH2:9][C:10]#[N:11])(=O)OCC)C.CC(C)([O-])C.[K+].[CH:18]([C:20]1[CH:24]=[C:23]([C:25]2[CH:30]=[CH:29][C:28]([CH3:31])=[CH:27][CH:26]=2)[N:22]([C:32]2[CH:37]=[CH:36][C:35]([S:38]([NH2:41])(=[O:40])=[O:39])=[CH:34][CH:33]=2)[N:21]=1)=O.O. The catalyst is C1COCC1. The product is [C:10](/[CH:9]=[CH:18]/[C:20]1[CH:24]=[C:23]([C:25]2[CH:30]=[CH:29][C:28]([CH3:31])=[CH:27][CH:26]=2)[N:22]([C:32]2[CH:37]=[CH:36][C:35]([S:38]([NH2:41])(=[O:40])=[O:39])=[CH:34][CH:33]=2)[N:21]=1)#[N:11]. The yield is 0.870. (6) The reactants are Cl[C:2]1[CH:3]=[CH:4][C:5]2[N:6]([CH:8]=[C:9]([CH2:11][O:12][C:13]3[CH:18]=[CH:17][C:16]([C:19]4[C:20](=[O:34])[C:21]([CH3:33])([CH3:32])[O:22][C:23]=4[C:24]4[CH:29]=[CH:28][C:27]([O:30][CH3:31])=[CH:26][CH:25]=4)=[CH:15][CH:14]=3)[N:10]=2)[N:7]=1.C(NCC)C.[H][H]. The catalyst is CO.[OH-].[Pd+2].[OH-]. The product is [N:10]1[C:9]([CH2:11][O:12][C:13]2[CH:14]=[CH:15][C:16]([C:19]3[C:20](=[O:34])[C:21]([CH3:32])([CH3:33])[O:22][C:23]=3[C:24]3[CH:29]=[CH:28][C:27]([O:30][CH3:31])=[CH:26][CH:25]=3)=[CH:17][CH:18]=2)=[CH:8][N:6]2[C:5]=1[CH:4]=[CH:3][CH:2]=[N:7]2. The yield is 0.967.